This data is from Forward reaction prediction with 1.9M reactions from USPTO patents (1976-2016). The task is: Predict the product of the given reaction. (1) Given the reactants [Cl:1][C:2]1[CH:10]=[C:9]2[C:5]([CH2:6][CH2:7][N:8]2[C:11](=[O:13])[CH3:12])=[CH:4][CH:3]=1.[Br:14]Br, predict the reaction product. The product is: [Br:14][C:3]1[CH:4]=[C:5]2[C:9](=[CH:10][C:2]=1[Cl:1])[N:8]([C:11](=[O:13])[CH3:12])[CH2:7][CH2:6]2. (2) Given the reactants C[O:2][C:3]([C:5]1[S:6][CH:7]=[C:8]([S:11]([C:14]2[CH:19]=[CH:18][C:17]([Cl:20])=[CH:16][CH:15]=2)(=[O:13])=[O:12])[C:9]=1[CH3:10])=O.CC(C[AlH]CC(C)C)C, predict the reaction product. The product is: [Cl:20][C:17]1[CH:16]=[CH:15][C:14]([S:11]([C:8]2[C:9]([CH3:10])=[C:5]([CH2:3][OH:2])[S:6][CH:7]=2)(=[O:13])=[O:12])=[CH:19][CH:18]=1. (3) The product is: [CH3:14][C:11]1[CH:12]=[CH:13][C:8]([S:7][C:5]([O:4][CH2:2][CH2:3][I:15])=[O:6])=[CH:9][CH:10]=1. Given the reactants Cl[CH:2]([O:4][C:5]([S:7][C:8]1[CH:13]=[CH:12][C:11]([CH3:14])=[CH:10][CH:9]=1)=[O:6])[CH3:3].[I-:15].[Na+], predict the reaction product. (4) Given the reactants [Cl:1][CH2:2][C:3]([NH:5][C:6]1[CH:11]=[C:10]([C:12]2[S:13][CH:14]=[CH:15][N:16]=2)[N:9]=[C:8]([C:17]2O[C:19](C)=[CH:20][CH:21]=2)[N:7]=1)=[O:4].[S:23]1C=CC=C1C(N)=N, predict the reaction product. The product is: [Cl:1][CH2:2][C:3]([NH:5][C:6]1[CH:11]=[C:10]([C:12]2[S:13][CH:14]=[CH:15][N:16]=2)[N:9]=[C:8]([C:17]2[S:23][CH:19]=[CH:20][CH:21]=2)[N:7]=1)=[O:4].